This data is from Forward reaction prediction with 1.9M reactions from USPTO patents (1976-2016). The task is: Predict the product of the given reaction. Given the reactants [S:1]1[CH:5]=[CH:4][CH:3]=[C:2]1[CH:6]=O.Cl.[C:9]([O:13][C:14](=[O:18])[CH2:15][CH2:16][NH2:17])([CH3:12])([CH3:11])[CH3:10].C(O[BH-](OC(=O)C)OC(=O)C)(=O)C.[Na+].C([N:50]=[C:51]=[S:52])(OCC1C2C(=CC=CC=2)C2C1=CC=CC=2)=O.C(NCC)C, predict the reaction product. The product is: [C:9]([O:13][C:14](=[O:18])[CH2:15][CH2:16][N:17]([CH2:6][C:2]1[S:1][CH:5]=[CH:4][CH:3]=1)[C:51]([NH2:50])=[S:52])([CH3:12])([CH3:11])[CH3:10].